From a dataset of CYP1A2 inhibition data for predicting drug metabolism from PubChem BioAssay. Regression/Classification. Given a drug SMILES string, predict its absorption, distribution, metabolism, or excretion properties. Task type varies by dataset: regression for continuous measurements (e.g., permeability, clearance, half-life) or binary classification for categorical outcomes (e.g., BBB penetration, CYP inhibition). Dataset: cyp1a2_veith. (1) The compound is Cc1ccccc1N1CCN(C(=O)c2ccccc2NC(=O)/C=C\C(=O)O)CC1. The result is 0 (non-inhibitor). (2) The drug is COc1ccc2c3c1O[C@@H]1C[C@@H](O)C=C[C@@]31CCN(C)C2. The result is 0 (non-inhibitor). (3) The compound is COc1cc(C(=O)O)c([N+](=O)[O-])c(OC)c1OC. The result is 0 (non-inhibitor). (4) The result is 0 (non-inhibitor). The molecule is c1ccc(CN2CCC3(CCNCC3)CC2)cc1. (5) The compound is CCOC(=O)C1=C(C)C(c2ccccc2OC)NC(=S)N1. The result is 0 (non-inhibitor). (6) The compound is OC(CCCN1CCCCC1)(c1ccccc1)c1ccccc1. The result is 0 (non-inhibitor). (7) The compound is COc1ccc(C2/C(=C(/O)c3ccccc3)C(=O)C(=O)N2CC(C)O)c(OC)c1. The result is 0 (non-inhibitor).